Dataset: Catalyst prediction with 721,799 reactions and 888 catalyst types from USPTO. Task: Predict which catalyst facilitates the given reaction. (1) Reactant: [NH2:1][CH:2]([C:6]1[CH:11]=[CH:10][C:9]([Br:12])=[CH:8][CH:7]=1)[C:3]([OH:5])=[O:4].[C:13]([O:17][C:18](O[C:18]([O:17][C:13]([CH3:16])([CH3:15])[CH3:14])=[O:19])=[O:19])([CH3:16])([CH3:15])[CH3:14]. Product: [Br:12][C:9]1[CH:10]=[CH:11][C:6]([CH:2]([NH:1][C:18]([O:17][C:13]([CH3:16])([CH3:15])[CH3:14])=[O:19])[C:3]([OH:5])=[O:4])=[CH:7][CH:8]=1. The catalyst class is: 758. (2) Reactant: Cl[C:2]1[CH:7]=[C:6]([O:8][C:9]2[CH:10]=[CH:11][C:12]([NH:15][C:16]([N:18]3[CH2:22][CH2:21][N:20]([CH:23]4[CH2:28][CH2:27][O:26][CH2:25][CH2:24]4)[C:19]3=[O:29])=[O:17])=[N:13][CH:14]=2)[CH:5]=[CH:4][N:3]=1.C([O-])([O-])=O.[K+].[K+].[CH3:36][C:37]1[CH:42]=[C:41](B2OC(C)(C)C(C)(C)O2)[CH:40]=[CH:39][N:38]=1. Product: [CH3:36][C:37]1[CH:42]=[C:41]([C:2]2[CH:7]=[C:6]([O:8][C:9]3[CH:10]=[CH:11][C:12]([NH:15][C:16]([N:18]4[CH2:22][CH2:21][N:20]([CH:23]5[CH2:28][CH2:27][O:26][CH2:25][CH2:24]5)[C:19]4=[O:29])=[O:17])=[N:13][CH:14]=3)[CH:5]=[CH:4][N:3]=2)[CH:40]=[CH:39][N:38]=1. The catalyst class is: 70. (3) Reactant: [C:1]([C:4]1[CH:5]=[N:6][CH:7]=[CH:8][CH:9]=1)(=[O:3])[CH3:2].NCC[C:13]1[N:17]=[CH:16][NH:15][CH:14]=1.C=O. Product: [NH:15]1[CH:14]=[CH:13][N:17]=[C:16]1[CH:5]([NH:6][CH2:7][CH2:2][C:1]([C:4]1[CH:5]=[N:6][CH:7]=[CH:8][CH:9]=1)=[O:3])[CH3:4]. The catalyst class is: 12. (4) Reactant: Cl[C:2]1[N:7]=[C:6]([NH:8][CH2:9][C:10]2[CH:15]=[CH:14][C:13]([O:16][CH3:17])=[C:12]([Cl:18])[CH:11]=2)[C:5]([C:19]([O:21][CH2:22][CH3:23])=[O:20])=[CH:4][N:3]=1.[OH:24][CH2:25][C:26]1[CH:31]=[CH:30][CH:29]=[CH:28][N:27]=1.CC(C)([O-])C.[K+]. Product: [N:27]1[CH:28]=[CH:29][CH:30]=[CH:31][C:26]=1[CH2:25][O:24][C:2]1[N:7]=[C:6]([NH:8][CH2:9][C:10]2[CH:15]=[CH:14][C:13]([O:16][CH3:17])=[C:12]([Cl:18])[CH:11]=2)[C:5]([C:19]([O:21][CH2:22][CH3:23])=[O:20])=[CH:4][N:3]=1. The catalyst class is: 30.